From a dataset of Peptide-MHC class II binding affinity with 134,281 pairs from IEDB. Regression. Given a peptide amino acid sequence and an MHC pseudo amino acid sequence, predict their binding affinity value. This is MHC class II binding data. (1) The binding affinity (normalized) is 1.00. The MHC is HLA-DPA10103-DPB10401 with pseudo-sequence HLA-DPA10103-DPB10401. The peptide sequence is EKKYFATTQFEPLAA. (2) The peptide sequence is CTNAKVTAKGVSEAN. The MHC is HLA-DPA10201-DPB10101 with pseudo-sequence HLA-DPA10201-DPB10101. The binding affinity (normalized) is 0.0638. (3) The peptide sequence is GKWLDAKSTWYGKPT. The MHC is HLA-DQA10501-DQB10201 with pseudo-sequence HLA-DQA10501-DQB10201. The binding affinity (normalized) is 0.0677.